From a dataset of Drug-target binding data from BindingDB using Ki measurements. Regression. Given a target protein amino acid sequence and a drug SMILES string, predict the binding affinity score between them. We predict pKi (pKi = -log10(Ki in M); higher means stronger inhibition). Dataset: bindingdb_ki. (1) The small molecule is COc1ccc(C2(O)OC(=O)C(c3ccc4c(c3)OCO4)=C2Cc2cc(OC)c(OC)c(OCCOc3ccc(S(C)(=O)=O)cc3)c2)cc1. The target protein (P48302) has sequence MQSPASRCGRALVALLLACGFLGVWGEKRGFPPAQATLSLLGTKEVMTPPTKTSWTRGSNSSLMRSSAPAEVTKGGRGAGVPPRSFPPPCQRNIEISKTFKYINTIVSCLVFVLGIIGNSTLLRIIYKNKCMRNGPNILIASLALGDLLHIIIDIPINTYKLLAEDWPFGAEMCKLVPFIQKASVGITVLSLCALSIDRYRAVASWSRIKGIGVPKWTAVEIVLIWVVSVVLAVPEAIGFDMITSDYKGKPLRVCMLNPFQKTAFMQFYKTAKDWWLFSFYFCLPLAITAVFYTLMTCEMLRKKSGMQIALNDHLKQRREVAKTVFCLVLVFALCWLPLHLSRILKLTLYDQSNPHRCELLSFLLVLDYIGINMASLNSCINPIALYLVSKRFKNCFKSCLCCWCQTFEEKQSLEEKQSCLKFKANDHGYDNFRSSNKYSSS. The pKi is 8.9. (2) The pKi is 4.4. The small molecule is NS(N)(=O)=O. The target protein (Q99N23) has sequence MWALDFLLSFLLIQLAAQVDSSGTWCYDSQDPKCGPAHWKELAPACGGPTQSPINIDLRLVQRDYTLKPFIFQGYDSAPQDPWVLENDGHTVLLRVNSCQQNCPAIRGAGLPSPEYRLLQLHFHWGSPGHQGSEHSLDEKHGSMEMHMVHMNTKYQSMEDARSQPDGFAILAVLLVEEDRDNTNFSAIVSGLKNLSSPGVAVNLTSTFALASLLPSALRLLRYYRYSGSLTTPGCEPAVLWTVFENTVPIGHAQVVQFQAVLQTGPPGLHPRPLTSNFRPQQPLGGRRISASPEASVRSSVSTLPCLHLALVGLGVGLRLWQGP. (3) The drug is CCC(C)[C@H](NC(=O)[C@H](Cc1ccc(O)cc1)NC(=O)[C@H](CCC[NH+]=C(N)N)NC(=O)[C@H](CCCNC(N)=[NH2+])NC(=O)[C@H](CC(C)C)NC(=O)[C@H](CC(=O)O)NC(=O)[C@H](C)NC(=O)[C@H](C)NC(=O)[C@H](Cc1ccc(O)cc1)NC(=O)[C@H](CCC(N)=O)NC(=O)[C@H](C)NC(=O)[C@H](CCSC)NC(=O)[C@H](CC(N)=O)NC(=O)[C@H](CCC(=O)O)NC(=O)[C@@H]1CCCN1C(=O)[C@@H](NC(=O)[C@H](C)NC(=O)[C@H](CC(N)=O)NC(=O)[C@H](CC(=O)O)NC(=O)C(C)NC(=O)[C@@H]1CCCN1C(=O)[C@H](Cc1ccc(O)cc1)NC(=O)[C@@H](NC(=O)[C@@H]1CCCN1C(=O)[C@H](CCC(=O)O)NC(=O)[C@H](CC(C)C)NC(=O)[C@@H]1CCCN1C(=O)C(C)N)C(C)C)C(C)O)C(=O)N[C@@H](CC(N)=O)C(=O)N[C@@H](CCSC)C(=O)N[C@@H](CC(C)C)C(=O)N[C@H](C(=O)N[C@@H](CCCN=C(N)N)C(=O)N1CCC[C@H]1C(=O)N[C@@H](CCCN=C(N)N)C(=O)N[C@@H](Cc1ccc(O)cc1)C(N)=O)[C@@H](C)O. The target protein sequence is MGPINAEADENQTVEEMKMEPYGPGQPTPRGELAPDPEPELIDSTKLIEVQVVLILAYCSIILLGVIGNSLVIHVVIKFKSMRTVTNFFIANLAVADLLVNTLCLPFTLTYTLMGEWKMGPVLCHLVPYAQGLAVQVSTITLTVIALDRHRCIVYHLESKISKRISFLIIGLAWGISALLASPLAIFREYSLIEIIPDFEIVACTEKWPGEEKSIYSTIYSLSSLLILYVLPLGIISFSYTRIWSKLKNHISPGTASDHYHQRRQKTTKMLVCVVVVFAVSWLPLHAFQLAVDIDSQVLDLKEYKLIFTVFHIIAMCSTFANPLLYGWMNSNYRKAFLSAFRCEQRMDAIHSEVSVTFKAKKNLEVKKNNGPHDSFTEATNV. The pKi is 6.5. (4) The drug is CSc1ccc2c(c1)C(N1CCN(C)CC1)Cc1ccccc1S2. The target protein sequence is MVLAQGPVNHSTPDWESGPPSEPGGSGWVAAALCVVIALTAAANSLLIVLICTQPALRNTSNFFLVSLFTSDLMVGLVVMPPAMLNALYGRWVLARGLCLLWAAFDVMCCSASILNLCLISLDRYLLILSPLRYKLRMTPPRALALVLSAWSLAALASFLPLLLGWHELGRVRAPAPGQCRLLASLPFVLVASGLTFFLPSGAICFTYCRILLAARKQAVQVASLTTAMTGQALETLQVPRTPRPGVESADSRRLATKHSRKALKASLTLGILLGMFFVTWLPFFVANIAQAVCDCVSPGLFDGLTWLGYCNSTMNPIIYPLFMRDFKRALGRFMPCPRCPREHQASLASPSMRTSHSGPRPGLSLQHVLPLPLPTNLDLDSDSGTGGSSGPQFTAQLLLPGEAARDPPLPAKATTAVNVFNVDPVEPELRLHPRGSPTN. The pKi is 7.4. (5) The small molecule is CC(C)[C@H]1NC(=O)[C@H](CCCCN)NC(=O)[C@@H](Cc2c[nH]c3ccccc23)NC(=O)[C@H](Cc2ccc(O)cc2)NC(=O)[C@H](NC(=O)[C@@H](N)Cc2ccc([N+](=O)[O-])cc2)CSSC[C@H](C(=O)N[C@@H](C(N)=O)[C@H](C)O)NC1=O. The target protein (P30936) has sequence MAAVTYPSSVPTTLDPGNASSAWPLDTSLGNASAGTSLAGLAVSGILISLVYLVVCVVGLLGNSLVIYVVLRHTSSPSVTSVYILNLALADELFMLGLPFLAAQNALSYWPFGSLMCRLVMAVDGINQFTSIFCLTVMSVDRYLAVVHPTRSARWRTAPVARMVSAAVWVASAVVVLPVVVFSGVPRGMSTCHMQWPEPAAAWRTAFIIYTAALGFFGPLLVICLCYLLIVVKVRSTTRRVRAPSCQWVQAPACQRRRRSERRVTRMVVAVVALFVLCWMPFYLLNIVNVVCPLPEEPAFFGLYFLVVALPYANSCANPILYGFLSYRFKQGFRRILLRPSRRVRSQEPGSGPPEKTEEEEDEEEEERREEEERRMQRGQEMNGRLSQIAQPGPSGQQQRPCTGTAKEQQLLPQEATAGDKASTLSHL. The pKi is 6.0. (6) The pKi is 8.4. The target protein sequence is MDSPIQIFRGEPGPTCAPSACLPPNSSAWFPGWAEPDSNGSAGSEDAQLEPAHISPAIPVIITAVYSVVFVVGLVGNSLVMFVIIRYTKMKTATNIYIFNLALADALVTTTMPFQSTVYLMNSWPFGDVLCKIVISINYYNMFTSIFTLTMMSVDRYIAVCHPVKALDFRTPLKAKIINICIWLLSSSVGISAIVLGGTKVREDVDVIECSLQFPDDDYSWWDLFMKICVFIFAFVIPVLIIIVCYTLMILRLKSVRLLSGSREKDRNLRRITRLVLVVVAVFVVCWTPIHIFILVEALGSTSHSTAALSSYYFCIALGYTNSSLNPILYAFLDENFKRCFRDFCFPLKMRMERQSTSRVRNTVQDPAYLRDIDGMNKPV. The small molecule is O=C(Nc1ccc(Cl)c(C(F)(F)F)c1)[C@H]1CC=C[C@H]2CCN(Cc3ccccc3)C(=O)[C@@H]12.